From a dataset of Reaction yield outcomes from USPTO patents with 853,638 reactions. Predict the reaction yield, written as a fraction of the theoretical maximum amount of product (1.0 means a 100% yield; for example, 0.34 means a 34% yield). The reactants are [Br:1][C:2]1[CH:7]=[CH:6][C:5](I)=[CH:4][C:3]=1[C:9]([F:12])([F:11])[F:10].[Li]CCCC.CCCCCC.[CH:24](=[O:31])[C:25]1[CH:30]=[CH:29][CH:28]=[CH:27][CH:26]=1.Cl. The catalyst is CCOCC.O. The product is [Br:1][C:2]1[CH:7]=[CH:6][C:5]([CH:24]([C:25]2[CH:30]=[CH:29][CH:28]=[CH:27][CH:26]=2)[OH:31])=[CH:4][C:3]=1[C:9]([F:12])([F:11])[F:10]. The yield is 0.760.